This data is from Forward reaction prediction with 1.9M reactions from USPTO patents (1976-2016). The task is: Predict the product of the given reaction. (1) Given the reactants [CH2:1]([C@@:4]1([CH3:30])[CH2:9][C@H:8]([C:10]2[CH:15]=[CH:14][CH:13]=[C:12]([Cl:16])[CH:11]=2)[C@@H:7]([C:17]2[CH:22]=[CH:21][C:20]([Cl:23])=[CH:19][CH:18]=2)[N:6]([C@@H:24]([CH2:27][CH3:28])[CH:25]=O)[C:5]1=[O:29])[CH:2]=[CH2:3].[C@@H:31]12[CH2:37][C@@H:34]([NH:35][CH2:36]1)[CH2:33][O:32]2.C(O[BH-](OC(=O)C)OC(=O)C)(=O)C.[Na+].C(O)(=O)C, predict the reaction product. The product is: [C@@H:31]12[CH2:37][C@@H:34]([N:35]([CH2:25][C@@H:24]([N:6]3[C@H:7]([C:17]4[CH:22]=[CH:21][C:20]([Cl:23])=[CH:19][CH:18]=4)[C@@H:8]([C:10]4[CH:15]=[CH:14][CH:13]=[C:12]([Cl:16])[CH:11]=4)[CH2:9][C@@:4]([CH2:1][CH:2]=[CH2:3])([CH3:30])[C:5]3=[O:29])[CH2:27][CH3:28])[CH2:36]1)[CH2:33][O:32]2. (2) The product is: [OH2:17].[CH:23]1([C:8]2[N:9]=[C:10]([N:13]3[CH2:22][CH2:21][C:16](=[O:17])[CH2:15][CH2:14]3)[C:11]([CH3:12])=[C:6]([NH:5][CH:2]3[CH2:3][CH2:4]3)[N:7]=2)[CH2:25][CH2:24]1. Given the reactants Cl.[CH:2]1([NH:5][C:6]2[C:11]([CH3:12])=[C:10]([N:13]3[CH2:22][CH2:21][C:16]4(OCC[O:17]4)[CH2:15][CH2:14]3)[N:9]=[C:8]([CH:23]3[CH2:25][CH2:24]3)[N:7]=2)[CH2:4][CH2:3]1, predict the reaction product. (3) Given the reactants [C:1]([SiH2:5][O:6][C:7]([CH3:16])([CH3:15])[CH:8]1[CH2:13][CH:12]([OH:14])[CH2:11][CH2:10][O:9]1)([CH3:4])([CH3:3])[CH3:2].[CH3:17][S:18](Cl)(=[O:20])=[O:19], predict the reaction product. The product is: [C:1]([SiH2:5][O:6][C:7]([CH3:16])([CH3:15])[CH:8]1[CH2:13][CH:12]([O:14][S:18]([CH3:17])(=[O:20])=[O:19])[CH2:11][CH2:10][O:9]1)([CH3:4])([CH3:2])[CH3:3]. (4) Given the reactants [NH2:1][C:2]12[CH2:9][CH2:8][C:5]([C:10]([O:12][CH3:13])=[O:11])([CH2:6][CH2:7]1)[CH2:4][CH2:3]2.C1C=CC(C2C3C=C(Cl)C=CC=3NC(=O)CN=2)=CC=1.[CH:33]1([S:36](Cl)(=[O:38])=[O:37])[CH2:35][CH2:34]1, predict the reaction product. The product is: [CH:33]1([S:36]([NH:1][C:2]23[CH2:3][CH2:4][C:5]([C:10]([O:12][CH3:13])=[O:11])([CH2:8][CH2:9]2)[CH2:6][CH2:7]3)(=[O:38])=[O:37])[CH2:35][CH2:34]1. (5) Given the reactants CN(C)C=O.[OH:6][C:7]1[CH:12]=[CH:11][C:10]([C:13]2[C:18]([N+:19]([O-:21])=[O:20])=[CH:17][CH:16]=[CH:15][N:14]=2)=[CH:9][C:8]=1[O:22][CH3:23].[CH2:24](I)[CH3:25].C(=O)([O-])[O-].[K+].[K+], predict the reaction product. The product is: [CH2:24]([O:6][C:7]1[CH:12]=[CH:11][C:10]([C:13]2[C:18]([N+:19]([O-:21])=[O:20])=[CH:17][CH:16]=[CH:15][N:14]=2)=[CH:9][C:8]=1[O:22][CH3:23])[CH3:25]. (6) Given the reactants [BH4-].[Na+].[Cl:3][C:4]1[CH:5]=[C:6]([CH:12]=[C:13]([C:15]([F:18])([F:17])[F:16])[N:14]=1)[C:7](OCC)=[O:8], predict the reaction product. The product is: [Cl:3][C:4]1[CH:5]=[C:6]([CH2:7][OH:8])[CH:12]=[C:13]([C:15]([F:16])([F:17])[F:18])[N:14]=1. (7) Given the reactants [CH3:1][S@@:2]([C:4]([CH3:7])([CH3:6])[CH3:5])=[O:3].[C:8]([Mg]Cl)(C)([CH3:10])[CH3:9].C[Mg]Br, predict the reaction product. The product is: [CH2:1]([S@:2]([C:4]([CH3:7])([CH3:6])[CH3:5])=[O:3])[CH:8]([CH3:10])[CH3:9]. (8) Given the reactants Cl[C:2]1[N:7]=[C:6]([NH:8][C:9]2[CH:14]=[CH:13][C:12]3[O:15][CH2:16][CH2:17][O:18][C:11]=3[CH:10]=2)[C:5]([F:19])=[CH:4][N:3]=1.Cl.N[C:22]1[C:23]([CH3:29])=[CH:24][C:25]([OH:28])=[CH:26][CH:27]=1.C([N:33](C(C)C)CC)(C)C, predict the reaction product. The product is: [CH2:17]1[CH2:16][O:15][C:12]2[CH:13]=[CH:14][C:9]([N:8]([C:27]3[CH:22]=[C:23]([CH3:29])[CH:24]=[C:25]([OH:28])[CH:26]=3)[C:6]3[C:5]([F:19])=[CH:4][N:3]=[C:2]([NH2:33])[N:7]=3)=[CH:10][C:11]=2[O:18]1. (9) Given the reactants [CH3:1][O:2][C:3]1[CH:8]=[CH:7][C:6]([N:9]([CH3:20])[C:10]2[C:11]3[CH:19]=[CH:18][S:17][C:12]=3[N:13]=[C:14]([CH3:16])[N:15]=2)=[CH:5][CH:4]=1.C(O)(C)C.[ClH:25], predict the reaction product. The product is: [Cl:25][C:10]1[C:11]2[CH:19]=[CH:18][S:17][C:12]=2[N:13]=[C:14]([CH3:16])[N:15]=1.[CH3:10][NH:9][C:6]1[CH:7]=[CH:8][C:3]([O:2][CH3:1])=[CH:4][CH:5]=1.[CH3:1][O:2][C:3]1[CH:8]=[CH:7][C:6]([N:9]([CH3:20])[C:10]2[C:11]3[CH:19]=[CH:18][S:17][C:12]=3[N:13]=[C:14]([CH3:16])[N:15]=2)=[CH:5][CH:4]=1.